This data is from Forward reaction prediction with 1.9M reactions from USPTO patents (1976-2016). The task is: Predict the product of the given reaction. (1) The product is: [ClH:11].[C:1]([C:5]1[C:10]([Cl:11])=[CH:9][C:8]([C:12]2[N:13]([C:31]([N:45]3[CH2:44][CH2:43][N:42]([S:39]([CH2:37][CH3:38])(=[O:41])=[O:40])[CH2:47][CH2:46]3)=[O:32])[C@H:14]([C:24]3[CH:25]=[CH:26][C:27]([Cl:30])=[CH:28][CH:29]=3)[C@H:15]([C:17]3[CH:18]=[CH:19][C:20]([Cl:23])=[CH:21][CH:22]=3)[N:16]=2)=[C:7]([O:34][CH2:35][CH3:36])[CH:6]=1)([CH3:4])([CH3:2])[CH3:3]. Given the reactants [C:1]([C:5]1[C:10]([Cl:11])=[CH:9][C:8]([C:12]2[N:13]([C:31](Cl)=[O:32])[C@H:14]([C:24]3[CH:29]=[CH:28][C:27]([Cl:30])=[CH:26][CH:25]=3)[C@H:15]([C:17]3[CH:22]=[CH:21][C:20]([Cl:23])=[CH:19][CH:18]=3)[N:16]=2)=[C:7]([O:34][CH2:35][CH3:36])[CH:6]=1)([CH3:4])([CH3:3])[CH3:2].[CH2:37]([S:39]([N:42]1[CH2:47][CH2:46][NH:45][CH2:44][CH2:43]1)(=[O:41])=[O:40])[CH3:38], predict the reaction product. (2) Given the reactants O.[OH-].[Li+].[Br:4][C:5]1[CH:14]=[CH:13][C:8]([C:9]([O:11]C)=[O:10])=[CH:7][C:6]=1[O:15][CH2:16][CH2:17][C:18]([F:21])([F:20])[F:19].C(OCC)(=O)C.Cl, predict the reaction product. The product is: [Br:4][C:5]1[CH:14]=[CH:13][C:8]([C:9]([OH:11])=[O:10])=[CH:7][C:6]=1[O:15][CH2:16][CH2:17][C:18]([F:19])([F:21])[F:20]. (3) Given the reactants ClC(OC(Cl)C)=O.C([N:15]1[CH2:24][CH2:23][C:22]2[C:21]([NH:25][C:26]3[CH:31]=[CH:30][C:29]([C:32]([F:35])([F:34])[F:33])=[CH:28][CH:27]=3)=[N:20][C:19]([CH2:36][O:37][CH3:38])=[N:18][C:17]=2[CH2:16]1)C1C=CC=CC=1.C(N(C(C)C)CC)(C)C, predict the reaction product. The product is: [F:35][C:32]([F:33])([F:34])[C:29]1[CH:30]=[CH:31][C:26]([NH:25][C:21]2[C:22]3[CH2:23][CH2:24][NH:15][CH2:16][C:17]=3[N:18]=[C:19]([CH2:36][O:37][CH3:38])[N:20]=2)=[CH:27][CH:28]=1.